This data is from Catalyst prediction with 721,799 reactions and 888 catalyst types from USPTO. The task is: Predict which catalyst facilitates the given reaction. (1) Reactant: [CH2:1]([C:3]1[CH:8]=[CH:7][CH:6]=[C:5]([CH2:9][CH3:10])[C:4]=1[C:11]1[N:16]=[C:15]([CH3:17])[C:14]([CH2:18][O:19][C:20]2[CH:25]=[C:24]([CH:26]([CH3:28])[CH3:27])[CH:23]=[CH:22][C:21]=2[CH3:29])=[C:13]([O:30][CH:31]([CH3:33])[CH3:32])[CH:12]=1)[CH3:2].ClC1C=C(C=CC=1)C(OO)=[O:39]. Product: [CH2:1]([C:3]1[CH:8]=[CH:7][CH:6]=[C:5]([CH2:9][CH3:10])[C:4]=1[C:11]1[N+:16]([O-:39])=[C:15]([CH3:17])[C:14]([CH2:18][O:19][C:20]2[CH:25]=[C:24]([CH:26]([CH3:27])[CH3:28])[CH:23]=[CH:22][C:21]=2[CH3:29])=[C:13]([O:30][CH:31]([CH3:33])[CH3:32])[CH:12]=1)[CH3:2]. The catalyst class is: 2. (2) The catalyst class is: 7. Reactant: [F:1][C:2]1[CH:3]=[CH:4][CH:5]=[C:6]2[C:10]=1[N:9]([C@H:11]1[C:15]3[CH:16]=[CH:17][CH:18]=[CH:19][C:14]=3[O:13][C@H:12]1[CH2:20]O)[CH2:8][C:7]2([CH3:23])[CH3:22].[CH3:24][NH:25][S:26]([C:29]1[CH:34]=[CH:33][CH:32]=[CH:31][C:30]=1[N+:35]([O-:37])=[O:36])(=[O:28])=[O:27].C1(P(C2C=CC=CC=2)C2C=CC=CC=2)C=CC=CC=1.CC(OC(/N=N/C(OC(C)C)=O)=O)C.[Cl-].[NH4+]. Product: [F:1][C:2]1[CH:3]=[CH:4][CH:5]=[C:6]2[C:10]=1[N:9]([C@H:11]1[C:15]3[CH:16]=[CH:17][CH:18]=[CH:19][C:14]=3[O:13][C@@H:12]1[CH2:20][N:25]([CH3:24])[S:26]([C:29]1[CH:34]=[CH:33][CH:32]=[CH:31][C:30]=1[N+:35]([O-:37])=[O:36])(=[O:27])=[O:28])[CH2:8][C:7]2([CH3:23])[CH3:22]. (3) Reactant: [CH2:1]([C:8]#[N:9])[C:2]1[CH:7]=[CH:6][CH:5]=[CH:4][CH:3]=1.C[Si]([N-][Si](C)(C)C)(C)C.[Na+].[C:20]([N:27]1[CH2:32][CH2:31][C:30](=O)[CH2:29][CH2:28]1)([O:22][C:23]([CH3:26])([CH3:25])[CH3:24])=[O:21]. Product: [C:8]([C:1]([C:2]1[CH:7]=[CH:6][CH:5]=[CH:4][CH:3]=1)=[C:30]1[CH2:31][CH2:32][N:27]([C:20]([O:22][C:23]([CH3:26])([CH3:25])[CH3:24])=[O:21])[CH2:28][CH2:29]1)#[N:9]. The catalyst class is: 7. (4) Product: [Cl:40][CH2:41][C:42]1[NH:36][C:33]2=[N:34][CH:35]=[C:30]([C:29]([F:28])([F:38])[F:39])[CH:31]=[C:32]2[N:37]=1. The catalyst class is: 2. Reactant: CC1OC(C=CC2C=C3CCCN4CCCC(=C34)C=2)=CC(=C(C#N)C#N)C=1.[F:28][C:29]([F:39])([F:38])[C:30]1[CH:31]=[C:32]([NH2:37])[C:33]([NH2:36])=[N:34][CH:35]=1.[Cl:40][CH2:41][C:42](OCC)(OCC)OCC. (5) Reactant: C([O:8][C:9]1[CH:14]=[CH:13][C:12]([N:15]([CH3:73])[C:16]([C:18]2[CH:19]=[C:20]([C:25]3[CH:26]=[C:27]4[C:32](=[CH:33][C:34]=3[C:35]([N:37]3[C@H:46]([CH2:47][N:48]5[CH2:53][CH2:52][O:51][CH2:50][CH2:49]5)[CH2:45][C:44]5[C:39](=[CH:40][CH:41]=[CH:42][CH:43]=5)[CH2:38]3)=[O:36])[CH2:31][N:30]([C:54]([O:56][C:57]3[CH:62]=[CH:61][CH:60]=[C:59]([C:63]([O:65]CC5C=CC=CC=5)=[O:64])[CH:58]=3)=[O:55])[CH2:29][CH2:28]4)[N:21]([CH3:24])[C:22]=2[CH3:23])=[O:17])=[CH:11][CH:10]=1)C1C=CC=CC=1. Product: [OH:8][C:9]1[CH:10]=[CH:11][C:12]([N:15]([CH3:73])[C:16]([C:18]2[CH:19]=[C:20]([C:25]3[CH:26]=[C:27]4[C:32](=[CH:33][C:34]=3[C:35]([N:37]3[C@H:46]([CH2:47][N:48]5[CH2:49][CH2:50][O:51][CH2:52][CH2:53]5)[CH2:45][C:44]5[C:39](=[CH:40][CH:41]=[CH:42][CH:43]=5)[CH2:38]3)=[O:36])[CH2:31][N:30]([C:54]([O:56][C:57]3[CH:58]=[C:59]([CH:60]=[CH:61][CH:62]=3)[C:63]([OH:65])=[O:64])=[O:55])[CH2:29][CH2:28]4)[N:21]([CH3:24])[C:22]=2[CH3:23])=[O:17])=[CH:13][CH:14]=1. The catalyst class is: 29. (6) Reactant: Br[C:2]1[CH:3]=[C:4]2[C:9](=[CH:10][CH:11]=1)[N:8]=[C:7]([Cl:12])[CH:6]=[CH:5]2.[B:13]1([B:13]2[O:17][C:16]([CH3:19])([CH3:18])[C:15]([CH3:21])([CH3:20])[O:14]2)[O:17][C:16]([CH3:19])([CH3:18])[C:15]([CH3:21])([CH3:20])[O:14]1.C([O-])(=O)C.[K+].C(Cl)Cl. Product: [Cl:12][C:7]1[CH:6]=[CH:5][C:4]2[C:9](=[CH:10][CH:11]=[C:2]([B:13]3[O:17][C:16]([CH3:19])([CH3:18])[C:15]([CH3:21])([CH3:20])[O:14]3)[CH:3]=2)[N:8]=1. The catalyst class is: 294.